Predict the reactants needed to synthesize the given product. From a dataset of Full USPTO retrosynthesis dataset with 1.9M reactions from patents (1976-2016). (1) Given the product [Br:20][CH:11]([C:6]1[CH:7]=[CH:8][C:9](=[O:10])[N:4]([CH:1]([CH3:3])[CH3:2])[N:5]=1)[C:12](=[O:19])[C:13]1[CH:14]=[CH:15][CH:16]=[CH:17][CH:18]=1, predict the reactants needed to synthesize it. The reactants are: [CH:1]([N:4]1[C:9](=[O:10])[CH:8]=[CH:7][C:6]([CH2:11][C:12](=[O:19])[C:13]2[CH:18]=[CH:17][CH:16]=[CH:15][CH:14]=2)=[N:5]1)([CH3:3])[CH3:2].[BrH:20].[Br-].[Br-].[Br-].[NH+]1C=CC=CC=1.[NH+]1C=CC=CC=1.[NH+]1C=CC=CC=1. (2) Given the product [C:2]([N:6]1[CH2:7][CH2:8][CH:9]([C:12]2[CH:21]=[C:20]3[C:15]([CH:16]=[CH:17][C:18](=[O:30])[N:19]3[C:22]3[C:27]([Cl:28])=[CH:26][CH:25]=[CH:24][C:23]=3[Cl:29])=[C:14]([C:31]3[CH:36]=[CH:35][CH:34]=[CH:33][C:32]=3[Cl:37])[N:13]=2)[CH2:10][CH2:11]1)([CH3:5])([CH3:3])[CH3:4], predict the reactants needed to synthesize it. The reactants are: [Cl-].[C:2]([NH+:6]1[CH2:11][CH:10]=[C:9]([C:12]2[CH:21]=[C:20]3[C:15]([CH:16]=[CH:17][C:18](=[O:30])[N:19]3[C:22]3[C:27]([Cl:28])=[CH:26][CH:25]=[CH:24][C:23]=3[Cl:29])=[C:14]([C:31]3[CH:36]=[CH:35][CH:34]=[CH:33][C:32]=3[Cl:37])[N:13]=2)[CH2:8][CH2:7]1)([CH3:5])([CH3:4])[CH3:3]. (3) Given the product [Cl:1][C:2]1[CH:3]=[C:4]([NH:19][C:20]2[C:21]3[N:28]([CH2:29][CH2:30][S:43]([CH2:38][CH2:37][OH:41])(=[O:47])=[O:45])[CH:27]=[CH:26][C:22]=3[N:23]=[CH:24][N:25]=2)[CH:5]=[CH:6][C:7]=1[O:8][C:9]1[CH:14]=[CH:13][CH:12]=[C:11]([C:15]([F:18])([F:17])[F:16])[CH:10]=1, predict the reactants needed to synthesize it. The reactants are: [Cl:1][C:2]1[CH:3]=[C:4]([NH:19][C:20]2[C:21]3[N:28]([CH2:29][CH2:30]SCCO)[CH:27]=[CH:26][C:22]=3[N:23]=[CH:24][N:25]=2)[CH:5]=[CH:6][C:7]=1[O:8][C:9]1[CH:14]=[CH:13][CH:12]=[C:11]([C:15]([F:18])([F:17])[F:16])[CH:10]=1.CO.[C:37]([O:41]O)(C)(C)[CH3:38].[S:43]([O-:47])([O-])(=[O:45])=S.[Na+].[Na+]. (4) Given the product [F:1][C:2]1[C:10]([O:11][CH3:12])=[CH:9][CH:8]=[CH:7][C:3]=1[C:4]([O:6][CH3:13])=[O:5], predict the reactants needed to synthesize it. The reactants are: [F:1][C:2]1[C:10]([O:11][CH3:12])=[CH:9][CH:8]=[CH:7][C:3]=1[C:4]([OH:6])=[O:5].[CH3:13][Si](C=[N+]=[N-])(C)C.